This data is from Reaction yield outcomes from USPTO patents with 853,638 reactions. The task is: Predict the reaction yield, written as a fraction of the theoretical maximum amount of product (1.0 means a 100% yield; for example, 0.34 means a 34% yield). The reactants are [NH:1]1[CH2:6][CH2:5][CH2:4][CH2:3][CH2:2]1.[CH:7]1([N:13]=[C:14]=[O:15])[CH2:12][CH2:11][CH2:10][CH2:9][CH2:8]1. The catalyst is CCCCCC. The product is [CH:7]1([NH:13][C:14]([N:1]2[CH2:6][CH2:5][CH2:4][CH2:3][CH2:2]2)=[O:15])[CH2:12][CH2:11][CH2:10][CH2:9][CH2:8]1. The yield is 0.983.